From a dataset of Reaction yield outcomes from USPTO patents with 853,638 reactions. Predict the reaction yield, written as a fraction of the theoretical maximum amount of product (1.0 means a 100% yield; for example, 0.34 means a 34% yield). (1) The reactants are [OH:1][C@@H:2]1[CH2:9][N:8]([C:10](=[O:22])[CH2:11][CH2:12][CH2:13][N:14]2[CH2:19][CH2:18][NH:17][C@@H:16]([CH3:20])[C:15]2=[O:21])[CH2:7][CH2:6][C:3]21[CH2:5][CH2:4]2.[Cl:23][C:24]1[CH:29]=[C:28]([N:30]=[C:31]=[O:32])[CH:27]=[CH:26][C:25]=1[C:33]([F:36])([F:35])[F:34]. No catalyst specified. The product is [Cl:23][C:24]1[CH:29]=[C:28]([NH:30][C:31]([N:17]2[CH2:18][CH2:19][N:14]([CH2:13][CH2:12][CH2:11][C:10]([N:8]3[CH2:7][CH2:6][C:3]4([CH2:5][CH2:4]4)[C@H:2]([OH:1])[CH2:9]3)=[O:22])[C:15](=[O:21])[C@@H:16]2[CH3:20])=[O:32])[CH:27]=[CH:26][C:25]=1[C:33]([F:36])([F:35])[F:34]. The yield is 0.830. (2) The reactants are [C:1]([NH:4][C:5]1[CH:10]=[CH:9][CH:8]=[CH:7][C:6]=1[OH:11])(=[O:3])[CH3:2].[C:12]1(=O)[O:17][C:15](=[O:16])[C:14]2=[CH:18][CH:19]=[CH:20][CH:21]=[C:13]12. The catalyst is [Cl-].[Zn+2].[Cl-]. The product is [OH:11][C:6]1[CH:7]=[CH:8][C:9]([C:12]2([C:9]3[CH:8]=[CH:7][C:6]([OH:11])=[C:5]([NH:4][C:1](=[O:3])[CH3:2])[CH:10]=3)[C:13]3[C:14](=[CH:18][CH:19]=[CH:20][CH:21]=3)[C:15](=[O:16])[O:17]2)=[CH:10][C:5]=1[NH:4][C:1](=[O:3])[CH3:2]. The yield is 0.830. (3) The product is [C:1]([O:5][C:6]([N:8]1[CH2:13][CH2:12][N:11]([C:14]2[CH:19]=[C:18]([C:20]3[CH:25]=[CH:24][CH:23]=[CH:22][C:21]=3[CH3:26])[C:17]([C:27](=[O:30])[N:28]([CH2:46][C:45]3[CH:48]=[C:49]([C:51]([F:53])([F:54])[F:52])[CH:50]=[C:43]([C:42]([F:41])([F:55])[F:56])[CH:44]=3)[CH3:29])=[CH:16][N:15]=2)[CH2:10][CH2:9]1)=[O:7])([CH3:4])([CH3:3])[CH3:2]. The yield is 0.708. The reactants are [C:1]([O:5][C:6]([N:8]1[CH2:13][CH2:12][N:11]([C:14]2[CH:19]=[C:18]([C:20]3[CH:25]=[CH:24][CH:23]=[CH:22][C:21]=3[CH3:26])[C:17]([C:27](=[O:30])[NH:28][CH3:29])=[CH:16][N:15]=2)[CH2:10][CH2:9]1)=[O:7])([CH3:4])([CH3:3])[CH3:2].C[Si](C)(C)[N-][Si](C)(C)C.[K+].[F:41][C:42]([F:56])([F:55])[C:43]1[CH:44]=[C:45]([CH:48]=[C:49]([C:51]([F:54])([F:53])[F:52])[CH:50]=1)[CH2:46]Br.[OH-].[Na+]. The catalyst is O1CCCC1.O. (4) The reactants are [F:1][C:2]1[CH:7]=[CH:6][CH:5]=[C:4]([F:8])[C:3]=1[C:9]1[CH:10]=[C:11]2[C:15](=[CH:16][CH:17]=1)[N:14](S(C1C=CC(C)=CC=1)(=O)=O)[CH:13]=[C:12]2[C:28]1[CH:33]=[C:32]([O:34][CH3:35])[N:31]=[C:30]([NH:36][C@@H:37]2[CH2:42][CH2:41][CH2:40][N:39]([C:43]([O:45][C:46]([CH3:49])([CH3:48])[CH3:47])=[O:44])[CH2:38]2)[N:29]=1.[OH-].[Na+]. The catalyst is O1CCOCC1. The product is [F:8][C:4]1[CH:5]=[CH:6][CH:7]=[C:2]([F:1])[C:3]=1[C:9]1[CH:10]=[C:11]2[C:15](=[CH:16][CH:17]=1)[NH:14][CH:13]=[C:12]2[C:28]1[CH:33]=[C:32]([O:34][CH3:35])[N:31]=[C:30]([NH:36][C@@H:37]2[CH2:42][CH2:41][CH2:40][N:39]([C:43]([O:45][C:46]([CH3:49])([CH3:48])[CH3:47])=[O:44])[CH2:38]2)[N:29]=1. The yield is 0.770. (5) The reactants are [NH2:1][C:2]1[C:10]([Cl:11])=[CH:9][C:8]([Cl:12])=[CH:7][C:3]=1[C:4]([OH:6])=[O:5].S(=O)(=O)(O)O.[CH3:18]O. No catalyst specified. The product is [CH3:18][O:5][C:4](=[O:6])[C:3]1[CH:7]=[C:8]([Cl:12])[CH:9]=[C:10]([Cl:11])[C:2]=1[NH2:1]. The yield is 0.786.